Dataset: KCNQ2 potassium channel screen with 302,405 compounds. Task: Binary Classification. Given a drug SMILES string, predict its activity (active/inactive) in a high-throughput screening assay against a specified biological target. The compound is S(=O)(=O)(N(CC(=O)Nc1cc(OC)ccc1)c1ccc(OCC)cc1)c1c(onc1C)C. The result is 0 (inactive).